From a dataset of Catalyst prediction with 721,799 reactions and 888 catalyst types from USPTO. Predict which catalyst facilitates the given reaction. (1) Reactant: [Cl:1][C:2]1[CH:9]=[CH:8][C:5]([CH:6]=O)=[CH:4][CH:3]=1.[C:10]([NH:13][CH2:14][C:15]([OH:17])=[O:16])(=O)[CH3:11].C([O-])(=O)C.[Na+]. Product: [Cl:1][C:2]1[CH:9]=[CH:8][C:5](/[CH:6]=[C:14]2\[N:13]=[C:10]([CH3:11])[O:17][C:15]\2=[O:16])=[CH:4][CH:3]=1. The catalyst class is: 152. (2) Reactant: [Cl:1][C:2]1[CH:3]=[C:4]([CH:21]=[CH:22][CH:23]=1)[CH2:5][NH:6][C:7]1[N:20]=[C:10]2[C:11]([O:18][CH3:19])=[CH:12][C:13]([C:15]([OH:17])=O)=[CH:14][N:9]2[N:8]=1.[CH3:24][CH:25]1[CH2:30][NH:29][CH:28]([CH:31]2[CH2:34][CH:33]([OH:35])[CH2:32]2)[CH2:27][O:26]1.C(N(CC)C(C)C)(C)C.CN(C(ON1N=NC2C=CC=NC1=2)=[N+](C)C)C.F[P-](F)(F)(F)(F)F. Product: [Cl:1][C:2]1[CH:3]=[C:4]([CH:21]=[CH:22][CH:23]=1)[CH2:5][NH:6][C:7]1[N:20]=[C:10]2[C:11]([O:18][CH3:19])=[CH:12][C:13]([C:15]([N:29]3[CH:28]([CH:31]4[CH2:32][CH:33]([OH:35])[CH2:34]4)[CH2:27][O:26][CH:25]([CH3:24])[CH2:30]3)=[O:17])=[CH:14][N:9]2[N:8]=1. The catalyst class is: 9. (3) Reactant: [C:1]([NH:24][CH2:25][C:26]([OH:28])=O)(=[O:23])[CH2:2][CH2:3]/[CH:4]=[CH:5]\[CH2:6]/[CH:7]=[CH:8]\[CH2:9]/[CH:10]=[CH:11]\[CH2:12]/[CH:13]=[CH:14]\[CH2:15]/[CH:16]=[CH:17]\[CH2:18]/[CH:19]=[CH:20]\[CH2:21][CH3:22].C1C=CC2N(O)N=NC=2C=1.CCN=C=NCCCN(C)C.[CH3:50][CH2:51][CH:52]([O:55][C@H:56]1[C@H:61]([NH:62][C:63]([CH3:65])=[O:64])[C@@H:60]([NH2:66])[CH2:59][C:58]([C:67]([O:69][CH2:70][CH3:71])=[O:68])=[CH:57]1)[CH2:53][CH3:54].OP(O)(O)=O.CCN(CC)CC. Product: [C:63]([NH:62][C@@H:61]1[C@@H:60]([NH:66][C:26](=[O:28])[CH2:25][NH:24][C:1](=[O:23])[CH2:2][CH2:3]/[CH:4]=[CH:5]\[CH2:6]/[CH:7]=[CH:8]\[CH2:9]/[CH:10]=[CH:11]\[CH2:12]/[CH:13]=[CH:14]\[CH2:15]/[CH:16]=[CH:17]\[CH2:18]/[CH:19]=[CH:20]\[CH2:21][CH3:22])[CH2:59][C:58]([C:67]([O:69][CH2:70][CH3:71])=[O:68])=[CH:57][C@H:56]1[O:55][CH:52]([CH2:53][CH3:54])[CH2:51][CH3:50])(=[O:64])[CH3:65]. The catalyst class is: 2. (4) Reactant: C(O[C:6](=[O:28])[NH:7][C@@H:8]([CH2:21][C:22]1[CH:27]=[CH:26][CH:25]=[CH:24][CH:23]=1)[CH:9]([C:11](=[O:20])[NH:12][CH2:13][C:14]1[CH:19]=[CH:18][CH:17]=[CH:16][CH:15]=1)[OH:10])(C)(C)C.FC(F)(F)C(O)=O.[CH2:36]([O:43][C:44]([NH:46][C:47]1([C:50]([NH:52][C@@H:53]([CH2:57][C:58]2[CH:63]=[CH:62][C:61]([O:64][CH3:65])=[CH:60][CH:59]=2)C(O)=O)=[O:51])[CH2:49][CH2:48]1)=[O:45])[C:37]1[CH:42]=[CH:41][CH:40]=[CH:39][CH:38]=1.CN(C(ON1N=NC2C=CC=NC1=2)=[N+](C)C)C.F[P-](F)(F)(F)(F)F.C(N(CC)C(C)C)(C)C. Product: [CH2:36]([O:43][C:44](=[O:45])[NH:46][C:47]1([C:50](=[O:51])[NH:52][C@H:53]([C:6](=[O:28])[NH:7][C@@H:8]([CH2:21][C:22]2[CH:23]=[CH:24][CH:25]=[CH:26][CH:27]=2)[CH:9]([C:11](=[O:20])[NH:12][CH2:13][C:14]2[CH:15]=[CH:16][CH:17]=[CH:18][CH:19]=2)[OH:10])[CH2:57][C:58]2[CH:63]=[CH:62][C:61]([O:64][CH3:65])=[CH:60][CH:59]=2)[CH2:48][CH2:49]1)[C:37]1[CH:42]=[CH:41][CH:40]=[CH:39][CH:38]=1. The catalyst class is: 59. (5) Reactant: C(OC(=O)[CH:5]([C:23]#[N:24])[C:6]1[S:7][CH:8]=[C:9]([C:11]([N:13]2[C@@H:22]3[C@@H:17]([CH2:18][CH2:19][CH2:20][CH2:21]3)[CH2:16][CH2:15][CH2:14]2)=[O:12])[CH:10]=1)C.[Cl-].[Li+]. Product: [N:13]1([C:11]([C:9]2[CH:10]=[C:6]([CH2:5][C:23]#[N:24])[S:7][CH:8]=2)=[O:12])[C@@H:22]2[C@@H:17]([CH2:18][CH2:19][CH2:20][CH2:21]2)[CH2:16][CH2:15][CH2:14]1. The catalyst class is: 549. (6) Reactant: [C:1]([NH:4][C:5]1[C:10]([C:11]2[C:16]([CH3:17])=[CH:15][C:14]([O:18][CH2:19][C:20]3([OH:28])[CH2:25][CH2:24][S:23](=[O:27])(=[O:26])[CH2:22][CH2:21]3)=[CH:13][C:12]=2[CH3:29])=[CH:9][C:8]([CH2:30][NH:31][C:32]2[CH:37]=[CH:36][C:35]([CH2:38][CH2:39][C:40]([OH:42])=[O:41])=[C:34]([F:43])[CH:33]=2)=[CH:7][CH:6]=1)(=[O:3])[CH3:2].[OH-].[Na+].[Cl-].[Ca+2:47].[Cl-]. Product: [Ca+2:47].[C:1]([NH:4][C:5]1[C:10]([C:11]2[C:16]([CH3:17])=[CH:15][C:14]([O:18][CH2:19][C:20]3([OH:28])[CH2:21][CH2:22][S:23](=[O:27])(=[O:26])[CH2:24][CH2:25]3)=[CH:13][C:12]=2[CH3:29])=[CH:9][C:8]([CH2:30][NH:31][C:32]2[CH:37]=[CH:36][C:35]([CH2:38][CH2:39][C:40]([O-:42])=[O:41])=[C:34]([F:43])[CH:33]=2)=[CH:7][CH:6]=1)(=[O:3])[CH3:2].[C:1]([NH:4][C:5]1[C:10]([C:11]2[C:16]([CH3:17])=[CH:15][C:14]([O:18][CH2:19][C:20]3([OH:28])[CH2:21][CH2:22][S:23](=[O:27])(=[O:26])[CH2:24][CH2:25]3)=[CH:13][C:12]=2[CH3:29])=[CH:9][C:8]([CH2:30][NH:31][C:32]2[CH:37]=[CH:36][C:35]([CH2:38][CH2:39][C:40]([O-:42])=[O:41])=[C:34]([F:43])[CH:33]=2)=[CH:7][CH:6]=1)(=[O:3])[CH3:2]. The catalyst class is: 5. (7) Reactant: NN.CC([CH2:7][N:8]([CH2:12][CH:13]([N:21]1C(=O)C2C(=CC=CC=2)C1=O)[CH2:14][C:15]1[CH:20]=[CH:19][CH:18]=[CH:17][CH:16]=1)[C:9](=[O:11])[O-:10])(C)C. Product: [NH2:21][CH:13]([CH2:14][C:15]1[CH:16]=[CH:17][CH:18]=[CH:19][CH:20]=1)[CH2:12][N:8]([CH3:7])[C:9](=[O:11])[O:10][C:15]([CH3:20])([CH3:16])[CH3:14]. The catalyst class is: 36.